This data is from Reaction yield outcomes from USPTO patents with 853,638 reactions. The task is: Predict the reaction yield, written as a fraction of the theoretical maximum amount of product (1.0 means a 100% yield; for example, 0.34 means a 34% yield). (1) The reactants are Br[C:2]1[CH:7]=[CH:6][C:5]([C:8]([NH:11][C:12](=[O:22])[CH2:13][CH:14]2[CH:19]3[CH2:20][CH2:21][N:16]([CH2:17][CH2:18]3)[CH2:15]2)([CH3:10])[CH3:9])=[CH:4][CH:3]=1.[C:23]1(B(O)O)[CH:28]=[CH:27][CH:26]=[CH:25][CH:24]=1. No catalyst specified. The product is [C:2]1([C:23]2[CH:28]=[CH:27][CH:26]=[CH:25][CH:24]=2)[CH:7]=[CH:6][C:5]([C:8]([NH:11][C:12](=[O:22])[CH2:13][CH:14]2[CH:19]3[CH2:20][CH2:21][N:16]([CH2:17][CH2:18]3)[CH2:15]2)([CH3:10])[CH3:9])=[CH:4][CH:3]=1. The yield is 0.320. (2) The reactants are FC1C=C2C(=CC=1F)N([S:12]([C:15]1[CH:20]=[CH:19][CH:18]=[CH:17][CH:16]=1)(=[O:14])=[O:13])C=C2I.[I:22][C:23]1[C:31]2[C:26](=[CH:27][C:28]([C:32]([F:35])([F:34])[F:33])=[CH:29][CH:30]=2)[NH:25][CH:24]=1. The yield is 0.450. The product is [I:22][C:23]1[C:31]2[C:26](=[CH:27][C:28]([C:32]([F:33])([F:35])[F:34])=[CH:29][CH:30]=2)[N:25]([S:12]([C:15]2[CH:20]=[CH:19][CH:18]=[CH:17][CH:16]=2)(=[O:14])=[O:13])[CH:24]=1. No catalyst specified. (3) The reactants are [CH3:1][O:2][C:3]1[CH:8]=[CH:7][C:6]([NH:9][C:10]2[C:19]3[C:14](=[CH:15][CH:16]=[CH:17][CH:18]=3)[N:13]=[C:12]([CH3:20])[N:11]=2)=[CH:5][CH:4]=1.[F:21][CH:22]([F:24])Cl.C(=O)([O-])[O-].[Cs+].[Cs+]. The catalyst is CN(C)C=O.C(OCC)(=O)C. The product is [F:21][CH:22]([N:9]([C:6]1[CH:5]=[CH:4][C:3]([O:2][CH3:1])=[CH:8][CH:7]=1)[C:10]1[C:19]2[C:14](=[CH:15][CH:16]=[CH:17][CH:18]=2)[N:13]=[C:12]([CH3:20])[N:11]=1)[F:24]. The yield is 0.320.